From a dataset of Reaction yield outcomes from USPTO patents with 853,638 reactions. Predict the reaction yield, written as a fraction of the theoretical maximum amount of product (1.0 means a 100% yield; for example, 0.34 means a 34% yield). (1) The reactants are [NH:1]1[C:9]2[C:4](=[CH:5][N:6]=[CH:7][CH:8]=2)[CH:3]=[CH:2]1.[NH:10]1[CH2:14][CH2:13][CH2:12][CH2:11]1. The catalyst is C(O)C. The product is [CH2:13]1[CH:14]2[N:10]([CH2:2][CH:3]=[C:4]([C:3]3[C:4]4[C:9](=[CH:8][CH:7]=[N:6][CH:5]=4)[NH:1][CH:2]=3)[CH2:5]2)[CH2:11][CH2:12]1. The yield is 0.516. (2) The reactants are Br[C:2]1[CH:7]=[CH:6][C:5]([OH:8])=[C:4]([F:9])[CH:3]=1.C([O-])(=O)C.[K+].[CH3:15][C:16]1([CH3:32])[C:20]([CH3:22])([CH3:21])[O:19][B:18]([B:18]2[O:19][C:20]([CH3:22])([CH3:21])[C:16]([CH3:32])([CH3:15])[O:17]2)[O:17]1. The catalyst is O1CCOCC1.Cl[Pd]Cl.C1(P(C2C=CC=CC=2)[C-]2C=CC=C2)C=CC=CC=1.[C-]1(P(C2C=CC=CC=2)C2C=CC=CC=2)C=CC=C1.[Fe+2].C1(P(C2C=CC=CC=2)[C-]2C=CC=C2)C=CC=CC=1.[C-]1(P(C2C=CC=CC=2)C2C=CC=CC=2)C=CC=C1.[Fe+2]. The product is [F:9][C:4]1[CH:3]=[C:2]([B:18]2[O:19][C:20]([CH3:22])([CH3:21])[C:16]([CH3:32])([CH3:15])[O:17]2)[CH:7]=[CH:6][C:5]=1[OH:8]. The yield is 0.900. (3) The catalyst is CC(C)=O. The reactants are [I:1][C:2]1[CH:3]=[C:4]([OH:8])[CH:5]=[CH:6][CH:7]=1.C([O-])([O-])=O.[K+].[K+].Br[CH2:16][C:17]([O:19][CH2:20][CH3:21])=[O:18].O. The yield is 0.940. The product is [CH2:20]([O:19][C:17](=[O:18])[CH2:16][O:8][C:4]1[CH:5]=[CH:6][CH:7]=[C:2]([I:1])[CH:3]=1)[CH3:21]. (4) The reactants are C[O:2][C:3](=[O:23])[CH:4]([C:11]1[CH:16]=[CH:15][C:14]([S:17]([CH3:20])(=[O:19])=[O:18])=[C:13]([C:21]#[N:22])[CH:12]=1)[CH2:5][CH:6]1[CH2:10][CH2:9][CH2:8][CH2:7]1.[OH-].[Li+]. The catalyst is O1CCCC1. The product is [C:21]([C:13]1[CH:12]=[C:11]([CH:4]([CH2:5][CH:6]2[CH2:7][CH2:8][CH2:9][CH2:10]2)[C:3]([OH:23])=[O:2])[CH:16]=[CH:15][C:14]=1[S:17]([CH3:20])(=[O:18])=[O:19])#[N:22]. The yield is 0.820. (5) The reactants are [NH2:1][C:2]1[N:7]=[CH:6][N:5]=[C:4]2[N:8]([CH:12]3[CH2:17][CH2:16][CH2:15][N:14]([C:18]([O:20][C:21]([CH3:24])([CH3:23])[CH3:22])=[O:19])[CH2:13]3)[N:9]=[C:10](I)[C:3]=12.[O:25]([C:32]1[CH:37]=[CH:36][C:35](B(O)O)=[CH:34][CH:33]=1)[C:26]1[CH:31]=[CH:30][CH:29]=[CH:28][CH:27]=1.C(=O)([O-])[O-].[Na+].[Na+]. The catalyst is O1CCOCC1.O.C1C=CC([P]([Pd]([P](C2C=CC=CC=2)(C2C=CC=CC=2)C2C=CC=CC=2)([P](C2C=CC=CC=2)(C2C=CC=CC=2)C2C=CC=CC=2)[P](C2C=CC=CC=2)(C2C=CC=CC=2)C2C=CC=CC=2)(C2C=CC=CC=2)C2C=CC=CC=2)=CC=1. The product is [NH2:1][C:2]1[N:7]=[CH:6][N:5]=[C:4]2[N:8]([CH:12]3[CH2:17][CH2:16][CH2:15][N:14]([C:18]([O:20][C:21]([CH3:24])([CH3:23])[CH3:22])=[O:19])[CH2:13]3)[N:9]=[C:10]([C:35]3[CH:36]=[CH:37][C:32]([O:25][C:26]4[CH:31]=[CH:30][CH:29]=[CH:28][CH:27]=4)=[CH:33][CH:34]=3)[C:3]=12. The yield is 0.640. (6) The reactants are [CH3:1][O:2][C:3](=[O:21])[CH2:4][CH:5]([NH2:20])[C:6]1[CH:11]=[CH:10][C:9]([O:12][CH:13]([F:15])[F:14])=[C:8]([O:16][CH:17]([F:19])[F:18])[CH:7]=1.C(N(CC)CC)C.C[O:30][C:31](=O)[C:32]1[C:37]([NH:38][C:39]([CH:41]2[CH2:43][CH2:42]2)=[O:40])=[CH:36][CH:35]=[C:34]([Cl:44])[C:33]=1[CH2:45]Br. The catalyst is CN(C=O)C. The product is [CH3:1][O:2][C:3](=[O:21])[CH2:4][CH:5]([C:6]1[CH:11]=[CH:10][C:9]([O:12][CH:13]([F:15])[F:14])=[C:8]([O:16][CH:17]([F:18])[F:19])[CH:7]=1)[N:20]1[CH2:45][C:33]2[C:32](=[C:37]([NH:38][C:39]([CH:41]3[CH2:43][CH2:42]3)=[O:40])[CH:36]=[CH:35][C:34]=2[Cl:44])[C:31]1=[O:30]. The yield is 0.170. (7) The reactants are Br[CH2:2][CH2:3][O:4][C:5]1[CH:20]=[CH:19][C:8]([O:9][C:10]2[S:11][C:12]3[CH:18]=[CH:17][CH:16]=[CH:15][C:13]=3[N:14]=2)=[CH:7][CH:6]=1.Cl.[C:22]1(=[O:32])[C:26]2([CH2:31][CH2:30][NH:29][CH2:28][CH2:27]2)[CH2:25][CH2:24][NH:23]1.CNC. The catalyst is CC#N. The product is [S:11]1[C:12]2[CH:18]=[CH:17][CH:16]=[CH:15][C:13]=2[N:14]=[C:10]1[O:9][C:8]1[CH:19]=[CH:20][C:5]([O:4][CH2:3][CH2:2][N:29]2[CH2:30][CH2:31][C:26]3([C:22](=[O:32])[NH:23][CH2:24][CH2:25]3)[CH2:27][CH2:28]2)=[CH:6][CH:7]=1. The yield is 0.490. (8) The reactants are [C:1]([N:5]1[C:9](=[O:10])[C:8](Cl)=[C:7]([C:12]2[CH:17]=[CH:16][CH:15]=[CH:14][CH:13]=2)[S:6]1(=[O:19])=[O:18])([CH3:4])([CH3:3])[CH3:2].[NH2:20][CH2:21][CH2:22][C:23]1[CH:28]=[CH:27][C:26]([S:29]([NH2:32])(=[O:31])=[O:30])=[CH:25][CH:24]=1. The catalyst is CN(C=O)C. The product is [C:1]([N:5]1[C:9](=[O:10])[C:8]([NH:20][CH2:21][CH2:22][C:23]2[CH:24]=[CH:25][C:26]([S:29]([NH2:32])(=[O:30])=[O:31])=[CH:27][CH:28]=2)=[C:7]([C:12]2[CH:17]=[CH:16][CH:15]=[CH:14][CH:13]=2)[S:6]1(=[O:19])=[O:18])([CH3:4])([CH3:3])[CH3:2]. The yield is 0.450. (9) The reactants are [CH3:1][O:2][C:3](=[O:25])[CH2:4][C:5]1[C:14]([CH3:15])=[C:13](OS(C(F)(F)F)(=O)=O)[C:12]2[C:7](=[CH:8][CH:9]=[C:10]([Cl:24])[CH:11]=2)[CH:6]=1.C1(P(C2C=CC=CC=2)C2C=CC=CC=2)C=CC=CC=1.[CH:45]([N:48]([CH2:61][C:62]1[CH:67]=[CH:66][C:65]([O:68][CH3:69])=[CH:64][CH:63]=1)[S:49]([C:52]1[CH:57]=[CH:56][C:55](B(O)O)=[CH:54][CH:53]=1)(=[O:51])=[O:50])([CH3:47])[CH3:46].C(=O)([O-])[O-].[Na+].[Na+]. The catalyst is C(COC)OC.C([O-])(=O)C.[Pd+2].C([O-])(=O)C.O. The product is [CH3:1][O:2][C:3](=[O:25])[CH2:4][C:5]1[C:14]([CH3:15])=[C:13]([C:55]2[CH:54]=[CH:53][C:52]([S:49](=[O:50])(=[O:51])[N:48]([CH:45]([CH3:46])[CH3:47])[CH2:61][C:62]3[CH:63]=[CH:64][C:65]([O:68][CH3:69])=[CH:66][CH:67]=3)=[CH:57][CH:56]=2)[C:12]2[C:7](=[CH:8][CH:9]=[C:10]([Cl:24])[CH:11]=2)[CH:6]=1. The yield is 0.420. (10) The product is [C:11]1([N:1]2[C:5]3[CH:6]=[CH:7][CH:8]=[CH:9][C:4]=3[N:3]=[N:2]2)[CH:16]=[CH:15][CH:14]=[CH:13][CH:12]=1. The yield is 0.950. The reactants are [NH:1]1[C:5]2[CH:6]=[CH:7][CH:8]=[CH:9][C:4]=2[N:3]=[N:2]1.I[C:11]1[CH:16]=[CH:15][CH:14]=[CH:13][CH:12]=1.[O-]P([O-])([O-])=O.[K+].[K+].[K+].CN[C@@H]1CCCC[C@H]1NC. The catalyst is [Cu]I.CCCCCC.C(OCC)(=O)C.CN(C)C=O.